This data is from Forward reaction prediction with 1.9M reactions from USPTO patents (1976-2016). The task is: Predict the product of the given reaction. (1) Given the reactants [CH2:1]([O:3][C:4]1[CH:9]=[C:8]([N+:10]([O-])=O)[CH:7]=[CH:6][C:5]=1[C:13]1[O:17][C:16]([N:18]([CH2:26][CH2:27][CH2:28][N:29]2[CH2:34][CH2:33][CH2:32][CH2:31][CH2:30]2)[C:19](=[O:25])[O:20][C:21]([CH3:24])([CH3:23])[CH3:22])=[N:15][N:14]=1)[CH3:2], predict the reaction product. The product is: [NH2:10][C:8]1[CH:7]=[CH:6][C:5]([C:13]2[O:17][C:16]([N:18]([CH2:26][CH2:27][CH2:28][N:29]3[CH2:30][CH2:31][CH2:32][CH2:33][CH2:34]3)[C:19](=[O:25])[O:20][C:21]([CH3:23])([CH3:24])[CH3:22])=[N:15][N:14]=2)=[C:4]([O:3][CH2:1][CH3:2])[CH:9]=1. (2) The product is: [OH:1][C:2]1[CH:3]=[C:4]([C:8]2([CH2:14][C:15]([O:17][CH3:23])=[O:16])[CH2:13][CH2:12][CH2:11][CH2:10][CH2:9]2)[CH:5]=[CH:6][CH:7]=1. Given the reactants [OH:1][C:2]1[CH:3]=[C:4]([C:8]2([CH2:14][C:15]([OH:17])=[O:16])[CH2:13][CH2:12][CH2:11][CH2:10][CH2:9]2)[CH:5]=[CH:6][CH:7]=1.S(=O)(=O)(O)O.[C:23](=O)(O)[O-].[Na+], predict the reaction product. (3) Given the reactants [Br:1][C:2]1[CH:7]=[CH:6][C:5]([C:8]2[CH:13]=[CH:12][C:11]([CH2:14]Br)=[CH:10][CH:9]=2)=[CH:4][CH:3]=1.[CH3:16][O:17][C:18](=[O:30])[C@H:19]([CH2:28][SH:29])[NH:20][C:21]([O:23][C:24]([CH3:27])([CH3:26])[CH3:25])=[O:22].C(=O)([O-])[O-].[Cs+].[Cs+].CN(C)C=O, predict the reaction product. The product is: [CH3:16][O:17][C:18](=[O:30])[CH:19]([NH:20][C:21]([O:23][C:24]([CH3:26])([CH3:25])[CH3:27])=[O:22])[CH2:28][S:29][CH2:14][C:11]1[CH:12]=[CH:13][C:8]([C:5]2[CH:6]=[CH:7][C:2]([Br:1])=[CH:3][CH:4]=2)=[CH:9][CH:10]=1. (4) The product is: [C:49]([C:53]1[N:54]=[C:55]([NH:58][C:13](=[O:15])[CH2:12][CH:4]2[C:5](=[O:11])[O:6][C:7]([CH3:9])([CH3:10])[CH2:8][N:3]2[CH2:1][CH3:2])[S:56][CH:57]=1)([CH3:52])([CH3:51])[CH3:50]. Given the reactants [CH2:1]([N:3]1[CH2:8][C:7]([CH3:10])([CH3:9])[O:6][C:5](=[O:11])[CH:4]1[CH2:12][C:13]([OH:15])=O)[CH3:2].C(N(C(C)C)CC)(C)C.CN(C(ON1N=NC2C=CC=NC1=2)=[N+](C)C)C.F[P-](F)(F)(F)(F)F.[C:49]([C:53]1[N:54]=[C:55]([NH2:58])[S:56][CH:57]=1)([CH3:52])([CH3:51])[CH3:50], predict the reaction product. (5) Given the reactants [F:1][C:2]1[CH:17]=[C:16]([CH:18]=O)[CH:15]=[CH:14][C:3]=1[O:4][C:5]1[N:6]=[CH:7][C:8]([C:11]([NH2:13])=[O:12])=[N:9][CH:10]=1.[F:20][C:21]1[CH:29]=[CH:28][C:24]([CH2:25][CH2:26][NH2:27])=[CH:23][CH:22]=1.[BH4-].[Na+], predict the reaction product. The product is: [F:1][C:2]1[CH:17]=[C:16]([CH2:18][NH:27][CH2:26][CH2:25][C:24]2[CH:28]=[CH:29][C:21]([F:20])=[CH:22][CH:23]=2)[CH:15]=[CH:14][C:3]=1[O:4][C:5]1[N:6]=[CH:7][C:8]([C:11]([NH2:13])=[O:12])=[N:9][CH:10]=1. (6) Given the reactants [OH-:1].[K+].[NH2:3]O.Cl.[CH3:6][N:7]1[CH:11]=[CH:10][C:9]([N:12]([C:25]2[CH:30]=[CH:29][CH:28]=[CH:27][N:26]=2)[CH2:13][CH2:14][CH2:15][CH2:16][CH2:17][CH2:18][CH2:19][C:20](OCC)=[O:21])=[N:8]1, predict the reaction product. The product is: [NH2:3][OH:1].[OH:1][NH:3][C:20](=[O:21])[CH2:19][CH2:18][CH2:17][CH2:16][CH2:15][CH2:14][CH2:13][N:12]([C:9]1[CH:10]=[CH:11][N:7]([CH3:6])[N:8]=1)[C:25]1[CH:30]=[CH:29][CH:28]=[CH:27][N:26]=1. (7) Given the reactants Br[C:2]1[C:7]2[NH:8][C:9]([N:11]3[CH2:16][CH2:15][N:14]([C:17]4[N:22]=[CH:21][C:20]([CH2:23][OH:24])=[CH:19][C:18]=4[Cl:25])[CH2:13][C@H:12]3[CH3:26])=[N:10][C:6]=2[CH:5]=[C:4]([C:27]([F:30])([F:29])[F:28])[CH:3]=1.[F:31][C:32]([F:43])([F:42])[C:33]1[CH:38]=[CH:37][C:36](B(O)O)=[CH:35][CH:34]=1, predict the reaction product. The product is: [Cl:25][C:18]1[CH:19]=[C:20]([CH2:23][OH:24])[CH:21]=[N:22][C:17]=1[N:14]1[CH2:15][CH2:16][N:11]([C:9]2[NH:8][C:7]3[C:2]([C:36]4[CH:37]=[CH:38][C:33]([C:32]([F:43])([F:42])[F:31])=[CH:34][CH:35]=4)=[CH:3][C:4]([C:27]([F:30])([F:29])[F:28])=[CH:5][C:6]=3[N:10]=2)[C@H:12]([CH3:26])[CH2:13]1.